This data is from Forward reaction prediction with 1.9M reactions from USPTO patents (1976-2016). The task is: Predict the product of the given reaction. (1) Given the reactants [Cl:1][C:2]1[C:7]([CH3:8])=[CH:6][C:5](B2OC(C)(C)C(C)(C)O2)=[CH:4][C:3]=1[CH3:18].Br[C:20]1[CH:25]=[N:24][C:23]([CH:26]2[CH2:28][CH2:27]2)=[CH:22][N:21]=1, predict the reaction product. The product is: [Cl:1][C:2]1[C:3]([CH3:18])=[CH:4][C:5]([C:20]2[CH:25]=[N:24][C:23]([CH:26]3[CH2:28][CH2:27]3)=[CH:22][N:21]=2)=[CH:6][C:7]=1[CH3:8]. (2) Given the reactants [F:1][C:2]1[CH:7]=[CH:6][C:5](/[CH:8]=[CH:9]/[C:10](O)=[O:11])=[C:4]([O:13][CH3:14])[CH:3]=1.C1(P([N:29]=[N+:30]=[N-:31])(C2C=CC=CC=2)=O)C=CC=CC=1.CCN(CC)CC, predict the reaction product. The product is: [F:1][C:2]1[CH:7]=[CH:6][C:5](/[CH:8]=[CH:9]/[C:10]([N:29]=[N+:30]=[N-:31])=[O:11])=[C:4]([O:13][CH3:14])[CH:3]=1.